This data is from Forward reaction prediction with 1.9M reactions from USPTO patents (1976-2016). The task is: Predict the product of the given reaction. (1) Given the reactants [CH3:1][C:2]1[N:7]=[C:6]2[S:8][C:9]3[CH2:13][CH2:12][CH2:11][C:10]=3[C:5]2=[C:4]([C:14]([CH3:17])([CH3:16])[CH3:15])[C:3]=1[CH2:18][C:19]([O:21][CH3:22])=[O:20].[Li+].C[Si]([N-][Si](C)(C)C)(C)C.[CH2:33]1[CH2:37]OC[CH2:34]1.ICCC, predict the reaction product. The product is: [CH3:1][C:2]1[N:7]=[C:6]2[S:8][C:9]3[CH2:13][CH2:12][CH2:11][C:10]=3[C:5]2=[C:4]([C:14]([CH3:17])([CH3:15])[CH3:16])[C:3]=1[CH:18]([CH2:34][CH2:33][CH3:37])[C:19]([O:21][CH3:22])=[O:20]. (2) Given the reactants [CH:1]([NH:4]C(C)C)(C)C.[Li]CCCC.C1COCC1.[N:18]1[CH:23]=[CH:22][CH:21]=[CH:20][C:19]=1[CH2:24][C:25]#[N:26].ClC1C=CC=CC=1CSC#N, predict the reaction product. The product is: [N:18]1[CH:23]=[CH:22][CH:21]=[CH:20][C:19]=1[CH:24]([C:1]#[N:4])[C:25]#[N:26]. (3) Given the reactants [CH3:1][N:2]1[C:6]2[CH:7]=[C:8]([C:11]3[NH:15][N:14]=[C:13]([NH2:16])[CH:12]=3)[CH:9]=[CH:10][C:5]=2[N:4]=[CH:3]1.CN1C2C=CC(C3NN=C(N)C=3)=CC=2N=C1.[O:33]1[CH2:35][CH:34]1[CH2:36][N:37]1[CH2:46][CH2:45][C:44]2[C:39](=[CH:40][CH:41]=[CH:42][CH:43]=2)[CH2:38]1.CCN(C(C)C)C(C)C, predict the reaction product. The product is: [CH2:38]1[C:39]2[C:44](=[CH:43][CH:42]=[CH:41][CH:40]=2)[CH2:45][CH2:46][N:37]1[CH2:36][CH:34]([OH:33])[CH2:35][NH:16][C:13]1[CH:12]=[C:11]([C:8]2[CH:9]=[CH:10][C:5]3[N:4]=[CH:3][N:2]([CH3:1])[C:6]=3[CH:7]=2)[NH:15][N:14]=1. (4) Given the reactants Br[CH2:2][C:3]([O:5][CH2:6][CH3:7])=[O:4].[Cl:8][C:9]1[N:14]=[C:13](/[C:15](=[N:17]/[S@@:18]([C:20]([CH3:23])([CH3:22])[CH3:21])=[O:19])/[CH3:16])[C:12]([F:24])=[CH:11][CH:10]=1.C(O)C, predict the reaction product. The product is: [Cl:8][C:9]1[N:14]=[C:13]([C@:15]([NH:17][S@@:18]([C:20]([CH3:23])([CH3:22])[CH3:21])=[O:19])([CH3:16])[CH2:2][C:3]([O:5][CH2:6][CH3:7])=[O:4])[C:12]([F:24])=[CH:11][CH:10]=1. (5) Given the reactants [NH2:1][C:2]1[CH:7]=[CH:6][N:5]=[CH:4][CH:3]=1.Cl[C:9]([O:11][C:12]1[CH:17]=[CH:16][CH:15]=[CH:14][CH:13]=1)=[O:10], predict the reaction product. The product is: [NH3:1].[C:12]1([O:11][C:9](=[O:10])[NH:1][C:2]2[CH:7]=[CH:6][N:5]=[CH:4][CH:3]=2)[CH:17]=[CH:16][CH:15]=[CH:14][CH:13]=1. (6) Given the reactants C[C:2]1[C:3]([Cl:12])=[C:4]([C:8]([F:11])=[CH:9][CH:10]=1)[C:5]([OH:7])=[O:6].OS(O)(=O)=O.[N+:18]([O-])([OH:20])=[O:19], predict the reaction product. The product is: [Cl:12][C:3]1[C:2]([N+:18]([O-:20])=[O:19])=[CH:10][CH:9]=[C:8]([F:11])[C:4]=1[C:5]([OH:7])=[O:6].